This data is from Aqueous solubility values for 9,982 compounds from the AqSolDB database. The task is: Regression/Classification. Given a drug SMILES string, predict its absorption, distribution, metabolism, or excretion properties. Task type varies by dataset: regression for continuous measurements (e.g., permeability, clearance, half-life) or binary classification for categorical outcomes (e.g., BBB penetration, CYP inhibition). For this dataset (solubility_aqsoldb), we predict Y. (1) The molecule is CS(=O)(=O)F. The Y is -0.514 log mol/L. (2) The drug is CC1(C)CC(N)CC(C)(CN)C1.Cc1ccc(S(=O)(=O)O)cc1. The Y is 0.157 log mol/L. (3) The compound is CCC(N)CO. The Y is 1.05 log mol/L. (4) The drug is COc1ccc2cc(C(C)C(=O)OC(C)(C)C)ccc2c1. The Y is -6.50 log mol/L. (5) The Y is -7.69 log mol/L. The compound is CC(Br)(CBr)COc1c(Br)cc(C(C)(C)c2cc(Br)c(OCC(C)(Br)CBr)c(Br)c2)cc1Br. (6) The Y is -3.00 log mol/L. The molecule is CCCCOC(=O)CCC(=O)OCCCC. (7) The molecule is CC(=O)OC1CCCCC1C. The Y is -2.55 log mol/L.